From a dataset of NCI-60 drug combinations with 297,098 pairs across 59 cell lines. Regression. Given two drug SMILES strings and cell line genomic features, predict the synergy score measuring deviation from expected non-interaction effect. (1) Drug 1: CN(CCCl)CCCl.Cl. Drug 2: CCN(CC)CCCC(C)NC1=C2C=C(C=CC2=NC3=C1C=CC(=C3)Cl)OC. Cell line: COLO 205. Synergy scores: CSS=44.8, Synergy_ZIP=-6.63, Synergy_Bliss=-0.0418, Synergy_Loewe=-1.43, Synergy_HSA=2.56. (2) Drug 1: C1=CN(C=N1)CC(O)(P(=O)(O)O)P(=O)(O)O. Drug 2: C1CNP(=O)(OC1)N(CCCl)CCCl. Cell line: SW-620. Synergy scores: CSS=-0.724, Synergy_ZIP=6.49, Synergy_Bliss=0.876, Synergy_Loewe=-1.46, Synergy_HSA=-0.760. (3) Drug 1: CN(C)N=NC1=C(NC=N1)C(=O)N. Drug 2: C1CC(C1)(C(=O)O)C(=O)O.[NH2-].[NH2-].[Pt+2]. Cell line: HCT116. Synergy scores: CSS=34.0, Synergy_ZIP=-5.64, Synergy_Bliss=-1.25, Synergy_Loewe=0.596, Synergy_HSA=0.602.